From a dataset of Forward reaction prediction with 1.9M reactions from USPTO patents (1976-2016). Predict the product of the given reaction. The product is: [F:26][C:17]1[CH:16]=[C:15]([C@:8]2([NH:27][S@@:28]([C:30]([CH3:33])([CH3:32])[CH3:31])=[O:29])[C:3]3=[N:4][CH:5]=[CH:6][CH:7]=[C:2]3[C:10](=[O:11])[CH2:9]2)[CH:20]=[CH:19][C:18]=1[O:21][C:22]([F:24])([F:25])[F:23]. Given the reactants Br[C:2]1[C:3]([C@@:8]([NH:27][S@@:28]([C:30]([CH3:33])([CH3:32])[CH3:31])=[O:29])([C:15]2[CH:20]=[CH:19][C:18]([O:21][C:22]([F:25])([F:24])[F:23])=[C:17]([F:26])[CH:16]=2)[CH2:9][C:10](OCC)=[O:11])=[N:4][CH:5]=[CH:6][CH:7]=1.CCCCCC.[Li]C(C)(C)C.CCCCC, predict the reaction product.